From a dataset of Peptide-MHC class I binding affinity with 185,985 pairs from IEDB/IMGT. Regression. Given a peptide amino acid sequence and an MHC pseudo amino acid sequence, predict their binding affinity value. This is MHC class I binding data. (1) The peptide sequence is RLSDPRFSQ. The MHC is HLA-A02:03 with pseudo-sequence HLA-A02:03. The binding affinity (normalized) is 0.158. (2) The peptide sequence is GKIKGKYSY. The MHC is HLA-B44:02 with pseudo-sequence HLA-B44:02. The binding affinity (normalized) is 0.0847. (3) The peptide sequence is SFHQQSSGIL. The MHC is Patr-A0901 with pseudo-sequence Patr-A0901. The binding affinity (normalized) is 0.270. (4) The peptide sequence is REQASYLYV. The MHC is HLA-B15:09 with pseudo-sequence HLA-B15:09. The binding affinity (normalized) is 0.0847. (5) The peptide sequence is GVKVRVWLF. The MHC is HLA-B48:01 with pseudo-sequence HLA-B48:01. The binding affinity (normalized) is 0.0847. (6) The peptide sequence is VSIILANER. The MHC is HLA-A68:01 with pseudo-sequence HLA-A68:01. The binding affinity (normalized) is 0.802. (7) The peptide sequence is VWLSVIWMMW. The MHC is HLA-A68:01 with pseudo-sequence HLA-A68:01. The binding affinity (normalized) is 0.0198. (8) The peptide sequence is RARGETYGR. The MHC is Mamu-B6601 with pseudo-sequence Mamu-B6601. The binding affinity (normalized) is 0.801. (9) The peptide sequence is FSDLCNFLI. The MHC is HLA-B27:03 with pseudo-sequence HLA-B27:03. The binding affinity (normalized) is 0.0847.